This data is from Catalyst prediction with 721,799 reactions and 888 catalyst types from USPTO. The task is: Predict which catalyst facilitates the given reaction. Reactant: Cl.[C:2]1([N:8]2[C:13](=[O:14])[C:12]3=[CH:15][CH:16]=[CH:17][N:11]3[N:10]=[C:9]2[C@@H:18]2[CH2:22][CH2:21][CH2:20][NH:19]2)[CH:7]=[CH:6][CH:5]=[CH:4][CH:3]=1.Cl[C:24]1[C:25]2[C:32]([C:33]#[N:34])=[CH:31][NH:30][C:26]=2[N:27]=[CH:28][N:29]=1. Product: [O:14]=[C:13]1[C:12]2=[CH:15][CH:16]=[CH:17][N:11]2[N:10]=[C:9]([C@@H:18]2[CH2:22][CH2:21][CH2:20][N:19]2[C:24]2[C:25]3[C:32]([C:33]#[N:34])=[CH:31][NH:30][C:26]=3[N:27]=[CH:28][N:29]=2)[N:8]1[C:2]1[CH:7]=[CH:6][CH:5]=[CH:4][CH:3]=1. The catalyst class is: 114.